From a dataset of Reaction yield outcomes from USPTO patents with 853,638 reactions. Predict the reaction yield, written as a fraction of the theoretical maximum amount of product (1.0 means a 100% yield; for example, 0.34 means a 34% yield). (1) The reactants are C([O:5][C:6](=[O:28])[CH2:7][CH:8]1[CH2:17][C:16]2[C:11](=[CH:12][CH:13]=[CH:14][CH:15]=2)[N:10](CC2C=CC(OC)=CC=2)[C:9]1=[O:27])(C)(C)C. The catalyst is C(O)(C(F)(F)F)=O. The product is [O:27]=[C:9]1[CH:8]([CH2:7][C:6]([OH:28])=[O:5])[CH2:17][C:16]2[C:11](=[CH:12][CH:13]=[CH:14][CH:15]=2)[NH:10]1. The yield is 0.930. (2) The reactants are C([O:8][CH2:9][CH:10]1[CH2:23][O:22][C:13]2=[N:14][C:15]([C:18]([F:21])([F:20])[F:19])=[CH:16][CH:17]=[C:12]2[O:11]1)C1C=CC=CC=1. The catalyst is C(O)C.[Pd]. The product is [F:21][C:18]([F:19])([F:20])[C:15]1[N:14]=[C:13]2[O:22][CH2:23][CH:10]([CH2:9][OH:8])[O:11][C:12]2=[CH:17][CH:16]=1. The yield is 0.780. (3) The reactants are [CH:1]1([CH2:4]O)[CH2:3][CH2:2]1.[NH:6]([C:15]([O:17][C:18]([CH3:21])([CH3:20])[CH3:19])=[O:16])[NH:7][C:8]([O:10][C:11]([CH3:14])([CH3:13])[CH3:12])=[O:9].C1(P(C2C=CC=CC=2)C2C=CC=CC=2)C=CC=CC=1.N(/C(OC(C)(C)C)=O)=N\C(OC(C)(C)C)=O. The catalyst is C1COCC1. The product is [CH:1]1([CH2:4][N:6]([C:15]([O:17][C:18]([CH3:21])([CH3:20])[CH3:19])=[O:16])[NH:7][C:8]([O:10][C:11]([CH3:12])([CH3:13])[CH3:14])=[O:9])[CH2:3][CH2:2]1. The yield is 0.960. (4) The reactants are [N:1]1[CH:6]=[CH:5][CH:4]=[C:3]([NH:7][C:8](=[O:15])OCC(Cl)(Cl)Cl)[N:2]=1.[F:16][C:17]1[C:22]([F:23])=[CH:21][CH:20]=[CH:19][C:18]=1[C:24]1[CH:29]=[CH:28][N:27]=[C:26]([N:30]2[CH2:35][CH2:34][NH:33][CH2:32][CH2:31]2)[CH:25]=1. No catalyst specified. The product is [F:16][C:17]1[C:22]([F:23])=[CH:21][CH:20]=[CH:19][C:18]=1[C:24]1[CH:29]=[CH:28][N:27]=[C:26]([N:30]2[CH2:35][CH2:34][N:33]([C:8]([NH:7][C:3]3[N:2]=[N:1][CH:6]=[CH:5][CH:4]=3)=[O:15])[CH2:32][CH2:31]2)[CH:25]=1. The yield is 0.730. (5) The reactants are FC(F)(F)C(O)=O.[Cl:8][C:9]1[CH:14]=[C:13]([Cl:15])[CH:12]=[CH:11][C:10]=1[C@H:16]([N:18]1[C:26]2[C:21](=[CH:22][CH:23]=[C:24]([N:27]3[CH2:32][CH2:31][N:30]([C:33]([C@H:35]4[CH2:39][CH2:38][CH2:37][N:36]4C(OC(C)(C)C)=O)=[O:34])[C@H:29]([CH2:47][OH:48])[CH2:28]3)[CH:25]=2)[CH:20]=[N:19]1)[CH3:17]. The catalyst is ClCCl. The product is [Cl:8][C:9]1[CH:14]=[C:13]([Cl:15])[CH:12]=[CH:11][C:10]=1[C@H:16]([N:18]1[C:26]2[C:21](=[CH:22][CH:23]=[C:24]([N:27]3[CH2:32][CH2:31][N:30]([C:33]([C@H:35]4[CH2:39][CH2:38][CH2:37][NH:36]4)=[O:34])[C@H:29]([CH2:47][OH:48])[CH2:28]3)[CH:25]=2)[CH:20]=[N:19]1)[CH3:17]. The yield is 0.200.